Dataset: Forward reaction prediction with 1.9M reactions from USPTO patents (1976-2016). Task: Predict the product of the given reaction. Given the reactants [F:1][CH:2]1[CH2:5][CH:4]([C:6]([OH:8])=O)[CH2:3]1.C(N1C=CN=C1)(N1C=CN=C1)=O.O[N:22]=[C:23]([C:25]1[CH:26]=[CH:27][C:28]([CH3:43])=[C:29]([NH:31][C:32]([C:34]2[N:38]3[CH:39]=[CH:40][CH:41]=[CH:42][C:37]3=[N:36][CH:35]=2)=[O:33])[CH:30]=1)[NH2:24], predict the reaction product. The product is: [F:1][CH:2]1[CH2:3][CH:4]([C:6]2[O:8][N:22]=[C:23]([C:25]3[CH:26]=[CH:27][C:28]([CH3:43])=[C:29]([NH:31][C:32]([C:34]4[N:38]5[CH:39]=[CH:40][CH:41]=[CH:42][C:37]5=[N:36][CH:35]=4)=[O:33])[CH:30]=3)[N:24]=2)[CH2:5]1.